From a dataset of Full USPTO retrosynthesis dataset with 1.9M reactions from patents (1976-2016). Predict the reactants needed to synthesize the given product. (1) Given the product [C:25]1([C:16]2[CH:15]=[CH:14][C:13]3[C:18](=[C:19]4[CH:24]=[CH:23][CH:22]=[CH:21][C:20]4=[C:11]4[NH:10][C:9]([C:3]5[C:4]([C:57]#[N:58])=[CH:5][CH:6]=[CH:7][C:2]=5[C:40]#[N:41])=[N:31][C:12]4=3)[N:17]=2)[CH:26]=[CH:27][CH:28]=[CH:29][CH:30]=1, predict the reactants needed to synthesize it. The reactants are: Br[C:2]1[CH:7]=[CH:6][CH:5]=[C:4](Br)[C:3]=1[C:9]1[NH:10][C:11]2[C:12]([N:31]=1)=[C:13]1[C:18](=[C:19]3[CH:24]=[CH:23][CH:22]=[CH:21][C:20]=23)[N:17]=[C:16]([C:25]2[CH:30]=[CH:29][CH:28]=[CH:27][CH:26]=2)[CH:15]=[CH:14]1.BrC1C=CC=C(Br)C=1[C:40]1[NH:41]C2C(N=1)=C1C(=C3C=CC=CC=23)N=CC=C1.[C:57]([Cu])#[N:58]. (2) The reactants are: C(O[BH-](OC(=O)C)OC(=O)C)(=O)C.[Na+].[N:15]1[CH:20]=[CH:19][C:18]([C:21]2[CH:31]=[CH:30][C:24]3[CH2:25][CH2:26][NH:27][CH2:28][CH2:29][C:23]=3[CH:22]=2)=[CH:17][CH:16]=1.[C:32]1(=O)[CH2:35][CH2:34][CH2:33]1. Given the product [CH:32]1([N:27]2[CH2:26][CH2:25][C:24]3[CH:30]=[CH:31][C:21]([C:18]4[CH:19]=[CH:20][N:15]=[CH:16][CH:17]=4)=[CH:22][C:23]=3[CH2:29][CH2:28]2)[CH2:35][CH2:34][CH2:33]1, predict the reactants needed to synthesize it. (3) Given the product [C:1]([O:5][C:6]([N:8]1[CH2:11][CH:10]([O:12][C:13]2[CH:18]=[C:17]([C:25]3[CH:26]=[CH:27][CH:28]=[CH:29][C:24]=3[C:23]([F:34])([F:33])[F:22])[CH:16]=[CH:15][C:14]=2[CH:20]=[O:21])[CH2:9]1)=[O:7])([CH3:4])([CH3:3])[CH3:2], predict the reactants needed to synthesize it. The reactants are: [C:1]([O:5][C:6]([N:8]1[CH2:11][CH:10]([O:12][C:13]2[CH:18]=[C:17](Br)[CH:16]=[CH:15][C:14]=2[CH:20]=[O:21])[CH2:9]1)=[O:7])([CH3:4])([CH3:3])[CH3:2].[F:22][C:23]([F:34])([F:33])[C:24]1[CH:29]=[CH:28][CH:27]=[CH:26][C:25]=1B(O)O.[O-]P([O-])([O-])=O.[K+].[K+].[K+].C1(C)C=CC=CC=1. (4) The reactants are: [Cl:1][C:2]1[CH:11]=[CH:10][C:5]([C:6]([O:8]C)=O)=[C:4]([NH:12][C:13](=[O:21])[C:14]2[CH:19]=[CH:18][C:17]([Cl:20])=[CH:16][CH:15]=2)[CH:3]=1.[Si:22]([O:29][CH2:30][CH2:31][NH:32][C:33]1[CH:38]=[CH:37][C:36]([NH2:39])=[CH:35][CH:34]=1)([C:25]([CH3:28])([CH3:27])[CH3:26])([CH3:24])[CH3:23].C[Al](C)C. Given the product [Si:22]([O:29][CH2:30][CH2:31][NH:32][C:33]1[CH:34]=[CH:35][C:36]([NH:39][C:6](=[O:8])[C:5]2[CH:10]=[CH:11][C:2]([Cl:1])=[CH:3][C:4]=2[NH:12][C:13](=[O:21])[C:14]2[CH:19]=[CH:18][C:17]([Cl:20])=[CH:16][CH:15]=2)=[CH:37][CH:38]=1)([C:25]([CH3:28])([CH3:27])[CH3:26])([CH3:24])[CH3:23], predict the reactants needed to synthesize it. (5) Given the product [CH3:31][O:32][C:1]([C:3]1([N:12]([CH3:25])[C:13](=[O:24])[CH2:14][C:15]2[C:20]([CH3:21])=[CH:19][C:18]([CH3:22])=[CH:17][C:16]=2[CH3:23])[CH2:8][CH2:7][N:6]([N:9]([CH3:11])[CH3:10])[CH2:5][CH2:4]1)=[O:27], predict the reactants needed to synthesize it. The reactants are: [C:1]([C:3]1([N:12]([CH3:25])[C:13](=[O:24])[CH2:14][C:15]2[C:20]([CH3:21])=[CH:19][C:18]([CH3:22])=[CH:17][C:16]=2[CH3:23])[CH2:8][CH2:7][N:6]([N:9]([CH3:11])[CH3:10])[CH2:5][CH2:4]1)#N.S(=O)(=O)(O)[OH:27].[CH3:31][OH:32]. (6) Given the product [CH3:7][C:5]1[S:6][C:2]([CH:30]=[O:31])=[CH:3][C:4]=1[CH2:8][C:9]1[CH:14]=[CH:13][CH:12]=[C:11]([CH3:15])[CH:10]=1, predict the reactants needed to synthesize it. The reactants are: Br[C:2]1[S:6][C:5]([CH3:7])=[C:4]([CH2:8][C:9]2[CH:14]=[CH:13][CH:12]=[C:11]([CH3:15])[CH:10]=2)[CH:3]=1.[Li]CCCC.CCCCCC.CN([CH:30]=[O:31])C. (7) Given the product [CH3:1][O:2][C:3]1[CH:4]=[C:5]([CH:21]=[CH:22][C:23]=1[O:24][CH2:25][C:26]1[C:27]([CH3:37])=[N:28][N:29]([C:31]2[CH:36]=[CH:35][CH:34]=[CH:33][N:32]=2)[CH:30]=1)[CH2:6][O:7][C:8]1[C:12](/[CH:13]=[CH:38]/[P:47](=[O:54])([O:48][CH2:49][CH3:50])[O:51][CH2:52][CH3:53])=[CH:11][N:10]([C:15]2[CH:16]=[CH:17][CH:18]=[CH:19][CH:20]=2)[N:9]=1, predict the reactants needed to synthesize it. The reactants are: [CH3:1][O:2][C:3]1[CH:4]=[C:5]([CH:21]=[CH:22][C:23]=1[O:24][CH2:25][C:26]1[C:27]([CH3:37])=[N:28][N:29]([C:31]2[CH:36]=[CH:35][CH:34]=[CH:33][N:32]=2)[CH:30]=1)[CH2:6][O:7][C:8]1[C:12]([CH:13]=O)=[CH:11][N:10]([C:15]2[CH:20]=[CH:19][CH:18]=[CH:17][CH:16]=2)[N:9]=1.[CH2:38]([P:47](=[O:54])([O:51][CH2:52][CH3:53])[O:48][CH2:49][CH3:50])P(=O)(OCC)OCC.CN(C)C=O.[H-].[Na+]. (8) Given the product [C:27]([NH:26][C:17]1[C:18]([CH3:25])=[N:19][C:20]2[C:15]([N:16]=1)=[C:14]([C:8]1[NH:7][C:6]3[C:3]4([CH2:5][CH2:4]4)[NH:2][C:11](=[O:12])[C:10]=3[CH:9]=1)[C:23]([F:24])=[CH:22][CH:21]=2)([CH3:28])([CH3:30])[CH3:29], predict the reactants needed to synthesize it. The reactants are: Cl.[NH2:2][C:3]1([C:6]2[NH:7][C:8]([C:14]3[C:23]([F:24])=[CH:22][CH:21]=[C:20]4[C:15]=3[N:16]=[C:17]([NH:26][C:27]([CH3:30])([CH3:29])[CH3:28])[C:18]([CH3:25])=[N:19]4)=[CH:9][C:10]=2[C:11](O)=[O:12])[CH2:5][CH2:4]1.ON1C2C=CC=CC=2N=N1.Cl.CN(C)CCCN=C=NCC.CCN(C(C)C)C(C)C.